Dataset: Forward reaction prediction with 1.9M reactions from USPTO patents (1976-2016). Task: Predict the product of the given reaction. (1) Given the reactants [C:1]([OH:9])(=O)[C:2]1[CH:7]=[CH:6][N:5]=[CH:4][CH:3]=1.[NH2:10][C@@H:11]1[C@H:15]2[O:16][CH2:17][C@H:18]([NH:19][C:20](=[O:34])[C:21]3[CH:26]=[CH:25][CH:24]=[C:23]([O:27][C:28]4[CH:33]=[CH:32][CH:31]=[CH:30][CH:29]=4)[CH:22]=3)[C@H:14]2[O:13][CH2:12]1, predict the reaction product. The product is: [O:27]([C:23]1[CH:22]=[C:21]([CH:26]=[CH:25][CH:24]=1)[C:20]([NH:19][C@@H:18]1[C@H:14]2[O:13][CH2:12][C@H:11]([NH:10][C:1](=[O:9])[C:2]3[CH:3]=[CH:4][N:5]=[CH:6][CH:7]=3)[C@H:15]2[O:16][CH2:17]1)=[O:34])[C:28]1[CH:29]=[CH:30][CH:31]=[CH:32][CH:33]=1. (2) The product is: [CH3:19][S:20]([NH:2][CH2:3][C:4]([C:6]1[CH:11]=[CH:10][CH:9]=[CH:8][CH:7]=1)=[O:5])(=[O:22])=[O:21]. Given the reactants Cl.[NH2:2][CH2:3][C:4]([C:6]1[CH:11]=[CH:10][CH:9]=[CH:8][CH:7]=1)=[O:5].C(N(CC)CC)C.[CH3:19][S:20](Cl)(=[O:22])=[O:21].Cl, predict the reaction product. (3) Given the reactants [NH:1]1[CH:5]=[CH:4][C:3]([C:6]([OH:8])=[O:7])=[N:2]1.OS(O)(=O)=O.C(Cl)Cl.CO.[CH3:19][CH2:20]O, predict the reaction product. The product is: [NH:1]1[CH:5]=[CH:4][C:3]([C:6]([O:8][CH2:19][CH3:20])=[O:7])=[N:2]1. (4) The product is: [C:1]([N:4]1[CH2:10][CH2:9][CH2:8][N:7]([CH2:11][C:12]([NH:14][C:15]2[CH:20]=[CH:19][C:18]([C:25]3[CH:24]=[C:23]([F:22])[CH:28]=[C:27]([F:29])[CH:26]=3)=[CH:17][N:16]=2)=[O:13])[CH2:6][CH2:5]1)(=[O:3])[CH3:2]. Given the reactants [C:1]([N:4]1[CH2:10][CH2:9][CH2:8][N:7]([CH2:11][C:12]([NH:14][C:15]2[CH:20]=[CH:19][C:18](Br)=[CH:17][N:16]=2)=[O:13])[CH2:6][CH2:5]1)(=[O:3])[CH3:2].[F:22][C:23]1[CH:24]=[C:25](B(O)O)[CH:26]=[C:27]([F:29])[CH:28]=1, predict the reaction product. (5) The product is: [CH3:6][C:7]1[S:8][C:9]2[CH:15]=[C:14]([S:2]([Cl:1])(=[O:5])=[O:3])[CH:13]=[CH:12][C:10]=2[N:11]=1. Given the reactants [Cl:1][S:2]([OH:5])(=O)=[O:3].[CH3:6][C:7]1[S:8][C:9]2[CH:15]=[CH:14][CH:13]=[CH:12][C:10]=2[N:11]=1, predict the reaction product. (6) Given the reactants [CH2:1]([O:4][C:5](=[O:41])[C@@H:6]([NH:33][C:34]([O:36][C:37]([CH3:40])([CH3:39])[CH3:38])=[O:35])[CH2:7][C:8]1[CH:32]=[CH:31][C:11]([O:12][C:13]([NH:15][CH2:16][CH2:17][CH2:18][C@@H:19]([C:28](O)=[O:29])[NH:20][C:21]([O:23][C:24]([CH3:27])([CH3:26])[CH3:25])=[O:22])=[O:14])=[CH:10][CH:9]=1)[CH:2]=[CH2:3].[C:42]([S:61][CH2:62][C@@H:63]([C:65]([NH2:67])=[O:66])[NH2:64])([C:55]1[CH:60]=[CH:59][CH:58]=[CH:57][CH:56]=1)([C:49]1[CH:54]=[CH:53][CH:52]=[CH:51][CH:50]=1)[C:43]1[CH:48]=[CH:47][CH:46]=[CH:45][CH:44]=1.C(N(CC)C(C)C)(C)C.CN(C(ON1N=NC2C=CC=NC1=2)=[N+](C)C)C.F[P-](F)(F)(F)(F)F, predict the reaction product. The product is: [CH2:1]([O:4][C:5](=[O:41])[C@@H:6]([NH:33][C:34]([O:36][C:37]([CH3:40])([CH3:39])[CH3:38])=[O:35])[CH2:7][C:8]1[CH:9]=[CH:10][C:11]([O:12][C:13]([NH:15][CH2:16][CH2:17][CH2:18][C@@H:19]([C:28]([NH:64][C@H:63]([C:65]([NH2:67])=[O:66])[CH2:62][S:61][C:42]([C:49]2[CH:54]=[CH:53][CH:52]=[CH:51][CH:50]=2)([C:55]2[CH:56]=[CH:57][CH:58]=[CH:59][CH:60]=2)[C:43]2[CH:44]=[CH:45][CH:46]=[CH:47][CH:48]=2)=[O:29])[NH:20][C:21]([O:23][C:24]([CH3:27])([CH3:26])[CH3:25])=[O:22])=[O:14])=[CH:31][CH:32]=1)[CH:2]=[CH2:3]. (7) Given the reactants [N:1]1[C:10]2[C:5](=[CH:6][CH:7]=[CH:8][C:9]=2[CH:11]=O)[CH:4]=[CH:3][CH:2]=1.[C:13](=[O:20])([O:15][C:16]([CH3:19])([CH3:18])[CH3:17])[NH2:14].[C:21]1([CH3:31])[CH:26]=[CH:25][C:24]([S:27]([O-])(=[O:29])=[O:28])=[CH:23][CH:22]=1.[Na+].Cl[Si](C)(C)C, predict the reaction product. The product is: [N:1]1[C:10]2[C:5](=[CH:6][CH:7]=[CH:8][C:9]=2[CH:11]([NH:14][C:13](=[O:20])[O:15][C:16]([CH3:19])([CH3:18])[CH3:17])[S:27]([C:24]2[CH:25]=[CH:26][C:21]([CH3:31])=[CH:22][CH:23]=2)(=[O:29])=[O:28])[CH:4]=[CH:3][CH:2]=1.